Dataset: Catalyst prediction with 721,799 reactions and 888 catalyst types from USPTO. Task: Predict which catalyst facilitates the given reaction. Reactant: [CH3:1][C@H:2]1[C@@H:6]([C:7]2[CH:12]=[CH:11][CH:10]=[CH:9][CH:8]=2)[O:5][C:4](=[O:13])[NH:3]1.[H-].[Na+].[Br:16][C:17]1[CH:24]=[CH:23][C:22]([C:25]([F:28])([F:27])[F:26])=[CH:21][C:18]=1[CH2:19]Br.CCOC(C)=O. Product: [Br:16][C:17]1[CH:24]=[CH:23][C:22]([C:25]([F:26])([F:27])[F:28])=[CH:21][C:18]=1[CH2:19][N:3]1[C@@H:2]([CH3:1])[C@@H:6]([C:7]2[CH:12]=[CH:11][CH:10]=[CH:9][CH:8]=2)[O:5][C:4]1=[O:13]. The catalyst class is: 18.